This data is from Catalyst prediction with 721,799 reactions and 888 catalyst types from USPTO. The task is: Predict which catalyst facilitates the given reaction. (1) Reactant: [O:1]=[N+:2]=[O:3].F[B-](F)(F)F.[C:9]([C:13]1[CH:18]=[CH:17][C:16]([N:19]([CH3:26])[CH2:20][CH2:21][CH2:22][N:23]([CH3:25])[CH3:24])=[CH:15][CH:14]=1)([CH3:12])([CH3:11])[CH3:10]. Product: [C:9]([C:13]1[CH:14]=[CH:15][C:16]([N:19]([CH3:26])[CH2:20][CH2:21][CH2:22][N:23]([CH3:25])[CH3:24])=[C:17]([N+:2]([O-:3])=[O:1])[CH:18]=1)([CH3:12])([CH3:10])[CH3:11]. The catalyst class is: 10. (2) Reactant: [Br:1][C:2]1[CH:10]=[CH:9][C:5]([C:6]([OH:8])=O)=[CH:4][C:3]=1[F:11].S(Cl)(Cl)=O.[CH:16]1[CH:21]=[CH:20][CH:19]=[CH:18][CH:17]=1.[Cl-].[Cl-].[Cl-].[Al+3].Cl. Product: [Br:1][C:2]1[CH:10]=[CH:9][C:5]([C:6]([C:16]2[CH:21]=[CH:20][CH:19]=[CH:18][CH:17]=2)=[O:8])=[CH:4][C:3]=1[F:11]. The catalyst class is: 3. (3) Reactant: [H-].[Na+].[Br:3][C:4]1[CH:5]=[C:6]([OH:10])[CH:7]=[CH:8][CH:9]=1.Br[CH2:12][CH:13]1[CH2:15][O:14]1.O. Product: [Br:3][C:4]1[CH:5]=[C:6]([CH:7]=[CH:8][CH:9]=1)[O:10][CH2:12][CH:13]1[CH2:15][O:14]1. The catalyst class is: 3. (4) Reactant: [O:1]([C:8]1[CH:15]=[CH:14][CH:13]=[C:12]([N:16]2[CH2:21][CH2:20][CH2:19][CH2:18][CH2:17]2)[C:9]=1[C:10]#[N:11])[C:2]1[CH:7]=[CH:6][CH:5]=[CH:4][CH:3]=1.[NH4+].[OH-]. Product: [O:1]([C:8]1[CH:15]=[CH:14][CH:13]=[C:12]([N:16]2[CH2:21][CH2:20][CH2:19][CH2:18][CH2:17]2)[C:9]=1[CH2:10][NH2:11])[C:2]1[CH:3]=[CH:4][CH:5]=[CH:6][CH:7]=1. The catalyst class is: 94. (5) Reactant: [CH3:1][N:2]([CH3:36])[C:3]1[CH:4]=[C:5]([CH:33]=[CH:34][CH:35]=1)[CH2:6][O:7][CH2:8][CH2:9][O:10][CH2:11][CH2:12][CH2:13][CH2:14][CH2:15][CH2:16][NH:17][CH2:18][C@@H:19]([C:21]1[CH:32]=[CH:31][C:24]2[O:25][C:26]([CH3:30])([CH3:29])[O:27][CH2:28][C:23]=2[CH:22]=1)[OH:20].C(N(C(C)C)CC)(C)C.Cl[C:47]([O:49][CH2:50][C:51]1[CH:56]=[CH:55][CH:54]=[CH:53][CH:52]=1)=[O:48].C(=O)(O)[O-].[Na+]. Product: [NH3:2].[CH3:36][N:2]([CH3:1])[C:3]1[CH:4]=[C:5]([CH:33]=[CH:34][CH:35]=1)[CH2:6][O:7][CH2:8][CH2:9][O:10][CH2:11][CH2:12][CH2:13][CH2:14][CH2:15][CH2:16][N:17]([CH2:18][C@@H:19]([C:21]1[CH:32]=[CH:31][C:24]2[O:25][C:26]([CH3:29])([CH3:30])[O:27][CH2:28][C:23]=2[CH:22]=1)[OH:20])[C:47](=[O:48])[O:49][CH2:50][C:51]1[CH:56]=[CH:55][CH:54]=[CH:53][CH:52]=1. The catalyst class is: 4. (6) Reactant: [NH:1]1[C:9]2[C:4](=[CH:5][C:6]([N:10]3[C:14]4=[N:15][CH:16]=[CH:17][CH:18]=[C:13]4[N:12]([CH2:19][CH3:20])[C:11]3=[O:21])=[CH:7][CH:8]=2)[CH2:3][CH2:2]1.Cl[C:23]1[NH:31][C:26]2=[N:27][CH:28]=[CH:29][CH:30]=[C:25]2[N:24]=1.O. Product: [CH2:19]([N:12]1[C:13]2[C:14](=[N:15][CH:16]=[CH:17][CH:18]=2)[N:10]([C:6]2[CH:5]=[C:4]3[C:9](=[CH:8][CH:7]=2)[N:1]([C:23]2[NH:31][C:26]4=[N:27][CH:28]=[CH:29][CH:30]=[C:25]4[N:24]=2)[CH2:2][CH2:3]3)[C:11]1=[O:21])[CH3:20]. The catalyst class is: 37. (7) Reactant: [N:1]1[CH:6]=[CH:5][CH:4]=[CH:3][C:2]=1[C:7]1[CH2:12][CH2:11][N:10](C(OC(C)(C)C)=O)[CH2:9][CH:8]=1.FC(F)(F)C(O)=O. Product: [NH:10]1[CH2:9][CH:8]=[C:7]([C:2]2[CH:3]=[CH:4][CH:5]=[CH:6][N:1]=2)[CH2:12][CH2:11]1. The catalyst class is: 4. (8) Reactant: [CH:1]1[C:14]2[C:5](=[N:6][C:7]3[C:12]([C:13]=2[C:15]([O:17]C)=[O:16])=[CH:11][CH:10]=[CH:9][CH:8]=3)[CH:4]=[CH:3][CH:2]=1. Product: [OH2:16].[CH:11]1[C:12]2[C:7](=[N:6][C:5]3[C:14]([C:13]=2[C:15]([OH:17])=[O:16])=[CH:1][CH:2]=[CH:3][CH:4]=3)[CH:8]=[CH:9][CH:10]=1. The catalyst class is: 4.